This data is from Full USPTO retrosynthesis dataset with 1.9M reactions from patents (1976-2016). The task is: Predict the reactants needed to synthesize the given product. Given the product [ClH:1].[C:2]1([C:8]2[C:9]([C:17]3[CH:22]=[CH:21][C:20]([CH2:23][N:24]4[CH2:25][CH2:26][CH:27]([C:30]5[N:34]=[C:33]([C:35]6[CH:40]=[CH:39][CH:38]=[CH:37][N:36]=6)[NH:32][N:31]=5)[CH2:28][CH2:29]4)=[CH:19][CH:18]=3)=[N:10][C:11]3[N:12]([N:14]=[CH:15][CH:16]=3)[CH:13]=2)[CH:7]=[CH:6][CH:5]=[CH:4][CH:3]=1, predict the reactants needed to synthesize it. The reactants are: [ClH:1].[C:2]1([C:8]2[C:9]([C:17]3[CH:22]=[CH:21][C:20]([CH2:23][N:24]4[CH2:29][CH2:28][CH:27]([C:30]5[N:34]=[C:33]([C:35]6[CH:40]=[CH:39][CH:38]=[CH:37][N:36]=6)[NH:32][N:31]=5)[CH2:26][CH2:25]4)=[CH:19][CH:18]=3)=[N:10][C:11]3[N:12]([N:14]=[CH:15][CH:16]=3)[CH:13]=2)[CH:7]=[CH:6][CH:5]=[CH:4][CH:3]=1.